From a dataset of Forward reaction prediction with 1.9M reactions from USPTO patents (1976-2016). Predict the product of the given reaction. Given the reactants [C:1]([O:5][C:6]([N:8]([CH3:36])[C@H:9]([C:11]([NH:13][C@@H:14]([CH:30]1[CH2:35][CH2:34][CH2:33][CH2:32][CH2:31]1)[C:15]([N:17]1[C@H:22]([C:23]([O:25]C)=[O:24])[CH2:21][N:20]2[CH2:27][CH2:28][CH2:29][C@@H:19]2[CH2:18]1)=[O:16])=[O:12])[CH3:10])=[O:7])([CH3:4])([CH3:3])[CH3:2].O.[OH-].[Li+].Cl, predict the reaction product. The product is: [C:1]([O:5][C:6]([N:8]([CH3:36])[C@H:9]([C:11]([NH:13][C@@H:14]([CH:30]1[CH2:31][CH2:32][CH2:33][CH2:34][CH2:35]1)[C:15]([N:17]1[C@H:22]([C:23]([OH:25])=[O:24])[CH2:21][N:20]2[CH2:27][CH2:28][CH2:29][C@@H:19]2[CH2:18]1)=[O:16])=[O:12])[CH3:10])=[O:7])([CH3:4])([CH3:2])[CH3:3].